Dataset: Forward reaction prediction with 1.9M reactions from USPTO patents (1976-2016). Task: Predict the product of the given reaction. (1) Given the reactants [Cl:1][C:2]1[CH:7]=[CH:6][C:5]([C@@:8]2([CH3:39])[C@:12]([C:14]3[CH:19]=[CH:18][C:17]([Cl:20])=[CH:16][CH:15]=3)([CH3:13])[NH:11][C:10]([C:21]3[C:22]([O:36][CH2:37][CH3:38])=[CH:23][C:24]([Cl:35])=[C:25]([S:27]([NH:30][C:31]([CH3:34])([CH3:33])[CH3:32])(=[O:29])=[O:28])[CH:26]=3)=[N:9]2)=[CH:4][CH:3]=1.[C:40](Cl)([Cl:42])=[O:41], predict the reaction product. The product is: [C:31]([NH:30][S:27]([C:25]1[C:24]([Cl:35])=[CH:23][C:22]([O:36][CH2:37][CH3:38])=[C:21]([C:10]2[N:9]([C:40]([Cl:42])=[O:41])[C:8]([C:5]3[CH:4]=[CH:3][C:2]([Cl:1])=[CH:7][CH:6]=3)([CH3:39])[C:12]([C:14]3[CH:15]=[CH:16][C:17]([Cl:20])=[CH:18][CH:19]=3)([CH3:13])[N:11]=2)[CH:26]=1)(=[O:29])=[O:28])([CH3:32])([CH3:33])[CH3:34]. (2) The product is: [Br:1][C:25]1[CH:24]=[CH:23][C:18]([C:19]([O:21][CH3:22])=[O:20])=[CH:17][C:16]=1[CH2:15][Br:14]. Given the reactants [Br:1]C1C=C2C(C=C(C(O)=O)N2)=CC=1.[Br:14][CH2:15][C:16]1[CH:17]=[C:18]([CH:23]=[CH:24][CH:25]=1)[C:19]([O:21][CH3:22])=[O:20], predict the reaction product.